Dataset: Reaction yield outcomes from USPTO patents with 853,638 reactions. Task: Predict the reaction yield, written as a fraction of the theoretical maximum amount of product (1.0 means a 100% yield; for example, 0.34 means a 34% yield). The reactants are C([O-])(=O)C.[NH4+].[C:6]([C:9]1[N:14]=[CH:13][C:12]([NH:15][C:16]2[N:21]=[C:20]([CH2:22][CH2:23][C:24]3[CH:29]=[CH:28][CH:27]=[CH:26][C:25]=3[C:30]3([C:33]([NH2:35])=[O:34])[CH2:32][CH2:31]3)[C:19]([Cl:36])=[CH:18][N:17]=2)=[CH:11][CH:10]=1)(=O)[CH3:7].C([BH3-])#[N:38].[Na+].Cl. The catalyst is CO.C1COCC1.O. The product is [NH2:38][CH:6]([C:9]1[N:14]=[CH:13][C:12]([NH:15][C:16]2[N:21]=[C:20]([CH2:22][CH2:23][C:24]3[CH:29]=[CH:28][CH:27]=[CH:26][C:25]=3[C:30]3([C:33]([NH2:35])=[O:34])[CH2:31][CH2:32]3)[C:19]([Cl:36])=[CH:18][N:17]=2)=[CH:11][CH:10]=1)[CH3:7]. The yield is 0.600.